Task: Predict which catalyst facilitates the given reaction.. Dataset: Catalyst prediction with 721,799 reactions and 888 catalyst types from USPTO Reactant: [CH2:1]([CH:9]([CH2:12][CH2:13][CH2:14][CH2:15][CH2:16][CH2:17][CH2:18][CH2:19][CH2:20][CH3:21])[CH2:10][OH:11])[CH2:2][CH2:3][CH2:4][CH2:5][CH2:6][CH2:7][CH3:8].CC(C)=[O:24].OS(O)(=O)=O.O=[Cr](=O)=O. Product: [CH2:1]([CH:9]([CH2:12][CH2:13][CH2:14][CH2:15][CH2:16][CH2:17][CH2:18][CH2:19][CH2:20][CH3:21])[C:10]([OH:24])=[O:11])[CH2:2][CH2:3][CH2:4][CH2:5][CH2:6][CH2:7][CH3:8]. The catalyst class is: 21.